From a dataset of Forward reaction prediction with 1.9M reactions from USPTO patents (1976-2016). Predict the product of the given reaction. (1) Given the reactants [CH2:1]([N:3]1[CH2:8][N:7]([CH3:9])[CH2:6][N:5]([C:10]2[S:11][C:12]3[C:18]([OH:19])=[CH:17][C:16]([C:20]4[CH:21]=[N:22][C:23]([N:26]5[CH2:31][CH2:30][C:29]([CH3:37])([C:32]([O:34][CH2:35][CH3:36])=[O:33])[CH2:28][CH2:27]5)=[N:24][CH:25]=4)=[CH:15][C:13]=3[N:14]=2)[C:4]1=[O:38])[CH3:2].[C:39](=O)([O-])[O-].[Cs+].[Cs+].CN(C)C=O.CI, predict the reaction product. The product is: [CH2:1]([N:3]1[CH2:8][N:7]([CH3:9])[CH2:6][N:5]([C:10]2[S:11][C:12]3[C:18]([O:19][CH3:39])=[CH:17][C:16]([C:20]4[CH:25]=[N:24][C:23]([N:26]5[CH2:27][CH2:28][C:29]([CH3:37])([C:32]([O:34][CH2:35][CH3:36])=[O:33])[CH2:30][CH2:31]5)=[N:22][CH:21]=4)=[CH:15][C:13]=3[N:14]=2)[C:4]1=[O:38])[CH3:2]. (2) Given the reactants [F:1][C:2]([F:11])([F:10])[C:3]1[CH:4]=[C:5]([CH:7]=[CH:8][CH:9]=1)[NH2:6].C(=O)([O-])[O-].[K+].[K+].[Br:18][CH2:19][CH2:20][C:21](Cl)=[O:22], predict the reaction product. The product is: [Br:18][CH2:19][CH2:20][C:21]([NH:6][C:5]1[CH:7]=[CH:8][CH:9]=[C:3]([C:2]([F:10])([F:11])[F:1])[CH:4]=1)=[O:22]. (3) Given the reactants [CH3:1][C:2]1[C:6]([C:7]2[N:8]([C:24]#[N:25])[C:9]3[C:14]([C:15]=2[C:16]2[CH:21]=[CH:20][C:19]([O:22]C)=[CH:18][CH:17]=2)=[CH:13][CH:12]=[CH:11][CH:10]=3)=[C:5]([CH3:26])[S:4][N:3]=1.B(F)(F)F.S(C)C.C([O-])(O)=O.[Na+], predict the reaction product. The product is: [CH3:1][C:2]1[C:6]([C:7]2[N:8]([C:24]#[N:25])[C:9]3[C:14]([C:15]=2[C:16]2[CH:21]=[CH:20][C:19]([OH:22])=[CH:18][CH:17]=2)=[CH:13][CH:12]=[CH:11][CH:10]=3)=[C:5]([CH3:26])[S:4][N:3]=1. (4) The product is: [Br:7][C:8]1[CH:16]=[C:15]2[C:11]([CH2:12][C:13]3([CH2:3][CH2:2][C:1](=[O:5])[CH2:19][CH2:18]3)[C:14]2=[O:17])=[CH:10][CH:9]=1. Given the reactants [C:1]([O:5]C)(=O)[CH:2]=[CH2:3].[Br:7][C:8]1[CH:16]=[C:15]2[C:11]([CH2:12][CH2:13][C:14]2=[O:17])=[CH:10][CH:9]=1.[CH3:18][C:19](C)([O-])C.[K+], predict the reaction product.